The task is: Predict the reactants needed to synthesize the given product.. This data is from Full USPTO retrosynthesis dataset with 1.9M reactions from patents (1976-2016). (1) Given the product [NH2:13][C:10]1[CH:9]=[CH:8][C:7]([O:6][CH:4]([CH3:5])[C:3]([OH:17])=[O:2])=[CH:12][CH:11]=1, predict the reactants needed to synthesize it. The reactants are: C[O:2][C:3](=[O:17])[CH:4]([O:6][C:7]1[CH:12]=[CH:11][C:10]([NH:13]C(=O)C)=[CH:9][CH:8]=1)[CH3:5]. (2) Given the product [Cl:1][C:2]1[CH:43]=[CH:42][C:5]([CH2:6][N:7]2[C:15]3[C:14](=[O:16])[N:13]([CH2:17][CH2:18][CH2:19][O:20][CH:21]4[CH2:26][CH2:25][CH2:24][CH2:23][O:22]4)[C:12](=[O:27])[N:11]([CH3:28])[C:10]=3[N:9]=[C:8]2[S:29]([CH2:30][C:31]2[CH:36]=[CH:35][CH:34]=[C:33]([O:37][C:38]([F:41])([F:40])[F:39])[CH:32]=2)=[O:44])=[CH:4][CH:3]=1, predict the reactants needed to synthesize it. The reactants are: [Cl:1][C:2]1[CH:43]=[CH:42][C:5]([CH2:6][N:7]2[C:15]3[C:14](=[O:16])[N:13]([CH2:17][CH2:18][CH2:19][O:20][CH:21]4[CH2:26][CH2:25][CH2:24][CH2:23][O:22]4)[C:12](=[O:27])[N:11]([CH3:28])[C:10]=3[N:9]=[C:8]2[S:29][CH2:30][C:31]2[CH:36]=[CH:35][CH:34]=[C:33]([O:37][C:38]([F:41])([F:40])[F:39])[CH:32]=2)=[CH:4][CH:3]=1.[OH:44]OS([O-])=O.[K+].